This data is from Catalyst prediction with 721,799 reactions and 888 catalyst types from USPTO. The task is: Predict which catalyst facilitates the given reaction. (1) Reactant: [O:1]1[CH2:6][CH2:5][N:4]([C:7](=O)[CH2:8][C@@H:9]([NH:18][C:19]2[CH:24]=[CH:23][C:22]([S:25]([NH2:28])(=[O:27])=[O:26])=[CH:21][C:20]=2[N+:29]([O-:31])=[O:30])[CH2:10][S:11][C:12]2[CH:17]=[CH:16][CH:15]=[CH:14][CH:13]=2)[CH2:3][CH2:2]1.B.C1COCC1.Cl.C([O-])([O-])=O.[Na+].[Na+]. Product: [O:1]1[CH2:6][CH2:5][N:4]([CH2:7][CH2:8][C@@H:9]([NH:18][C:19]2[CH:24]=[CH:23][C:22]([S:25]([NH2:28])(=[O:26])=[O:27])=[CH:21][C:20]=2[N+:29]([O-:31])=[O:30])[CH2:10][S:11][C:12]2[CH:13]=[CH:14][CH:15]=[CH:16][CH:17]=2)[CH2:3][CH2:2]1. The catalyst class is: 25. (2) The catalyst class is: 53. Reactant: [Cl:1][C:2]1[C:3]([Cl:13])=[N:4][C:5]([CH3:12])=[C:6]([CH:11]=1)[C:7]([O:9][CH3:10])=[O:8].C1C(=O)N([Br:21])C(=O)C1.C(OOC(=O)C1C=CC=CC=1)(=O)C1C=CC=CC=1.O. Product: [Br:21][CH2:12][C:5]1[N:4]=[C:3]([Cl:13])[C:2]([Cl:1])=[CH:11][C:6]=1[C:7]([O:9][CH3:10])=[O:8]. (3) Reactant: [Br:1][C:2]1[CH:7]=[CH:6][C:5]([C:8]([CH3:19])([CH3:18])[CH2:9][O:10][Si](C(C)(C)C)(C)C)=[CH:4][CH:3]=1.Cl.CO. Product: [Br:1][C:2]1[CH:3]=[CH:4][C:5]([C:8]([CH3:19])([CH3:18])[CH2:9][OH:10])=[CH:6][CH:7]=1. The catalyst class is: 5. (4) Reactant: [Cl:1][C:2]1[CH:10]=[CH:9][CH:8]=[C:7]([Cl:11])[C:3]=1[C:4]([OH:6])=[O:5].OS(O)(=O)=O.O[CH2:18][NH:19][C:20](=[O:25])[C:21]([F:24])([F:23])[F:22]. Product: [F:22][C:21]([F:24])([F:23])[C:20]([NH:19][CH2:18][C:8]1[C:7]([Cl:11])=[C:3]([C:2]([Cl:1])=[CH:10][CH:9]=1)[C:4]([OH:6])=[O:5])=[O:25]. The catalyst class is: 6. (5) Reactant: [NH2:1][C:2]1[CH:3]=[C:4]([C@H:8]([N:15]([CH3:27])[C:16](=[O:26])[CH2:17][C:18]2[CH:23]=[CH:22][C:21]([Cl:24])=[C:20]([Cl:25])[CH:19]=2)[CH2:9][N:10]2[CH2:14][CH2:13][CH2:12][CH2:11]2)[CH:5]=[CH:6][CH:7]=1.N1C=CC=CC=1.[F:34][C:35]([F:45])([F:44])[CH2:36][O:37][CH2:38][CH2:39][S:40](Cl)(=[O:42])=[O:41]. The catalyst class is: 4. Product: [Cl:25][C:20]1[CH:19]=[C:18]([CH2:17][C:16]([N:15]([CH3:27])[C@@H:8]([C:4]2[CH:5]=[CH:6][CH:7]=[C:2]([NH:1][S:40]([CH2:39][CH2:38][O:37][CH2:36][C:35]([F:34])([F:44])[F:45])(=[O:42])=[O:41])[CH:3]=2)[CH2:9][N:10]2[CH2:11][CH2:12][CH2:13][CH2:14]2)=[O:26])[CH:23]=[CH:22][C:21]=1[Cl:24]. (6) Reactant: Br[C:2]1[CH:3]=[C:4]2[N:13]([CH3:14])[CH:12]=[CH:11][C:5]2=[N:6][C:7]=1[C@@H:8]([NH2:10])[CH3:9].CC(C)([O-])C.[K+].[NH:21]1[CH2:26][CH2:25][O:24][CH2:23][CH2:22]1. Product: [CH3:14][N:13]1[C:4]2[C:5](=[N:6][C:7]([C@@H:8]([NH2:10])[CH3:9])=[C:2]([N:21]3[CH2:26][CH2:25][O:24][CH2:23][CH2:22]3)[CH:3]=2)[CH:11]=[CH:12]1. The catalyst class is: 57.